Dataset: Reaction yield outcomes from USPTO patents with 853,638 reactions. Task: Predict the reaction yield, written as a fraction of the theoretical maximum amount of product (1.0 means a 100% yield; for example, 0.34 means a 34% yield). (1) The reactants are [CH2:1]([O:4][C:5]1[CH:13]=[CH:12][C:8]([CH:9]=[N:10][OH:11])=[C:7]([C:14]([F:17])([F:16])[F:15])[CH:6]=1)[CH2:2][CH3:3].[CH2:18]1[C:23](=O)N(Cl)[C:20](=[O:21])[CH2:19]1.C(O)CC#C. The catalyst is CN(C=O)C.CCOC(C)=O. The product is [CH2:1]([O:4][C:5]1[CH:13]=[CH:12][C:8]([C:9]2[CH:23]=[C:18]([CH2:19][CH2:20][OH:21])[O:11][N:10]=2)=[C:7]([C:14]([F:15])([F:16])[F:17])[CH:6]=1)[CH2:2][CH3:3]. The yield is 0.950. (2) The reactants are [CH3:1][C:2]1([CH3:13])[O:6][B:5]([OH:7])[C:4]2[CH:8]=[CH:9][C:10]([CH3:12])=[CH:11][C:3]1=2.C(OOC(=O)C1C=CC=CC=1)(=[O:21])C1C=CC=CC=1.C1C(=O)N(Br)C(=O)C1.C([O-])([O-])=O.[Na+].[Na+].Cl. The catalyst is C(Cl)(Cl)(Cl)Cl. The product is [OH:7][B:5]1[C:4]2[CH:8]=[CH:9][C:10]([CH:12]=[O:21])=[CH:11][C:3]=2[C:2]([CH3:13])([CH3:1])[O:6]1. The yield is 0.410. (3) The reactants are Cl[C:2]1[CH:3]=[CH:4][C:5]2[O:14][CH2:13][CH2:12][C:11]3[CH:10]=[C:9]([C:15]4[N:16]([C:20]5[CH:25]=[CH:24][C:23]([F:26])=[CH:22][C:21]=5[F:27])[N:17]=[CH:18][N:19]=4)[S:8][C:7]=3[C:6]=2[N:28]=1.CC1(C)C(C)(C)OB([C:37]2[CH:38]=[CH:39][C:40]([NH2:43])=[N:41][CH:42]=2)O1.C([O-])([O-])=O.[Cs+].[Cs+]. The catalyst is C1C=CC(P(C2C=CC=CC=2)[C-]2C=CC=C2)=CC=1.C1C=CC(P(C2C=CC=CC=2)[C-]2C=CC=C2)=CC=1.Cl[Pd]Cl.[Fe+2].CC#N.O. The product is [F:27][C:21]1[CH:22]=[C:23]([F:26])[CH:24]=[CH:25][C:20]=1[N:16]1[C:15]([C:9]2[S:8][C:7]3[C:6]4[N:28]=[C:2]([C:37]5[CH:38]=[CH:39][C:40]([NH2:43])=[N:41][CH:42]=5)[CH:3]=[CH:4][C:5]=4[O:14][CH2:13][CH2:12][C:11]=3[CH:10]=2)=[N:19][CH:18]=[N:17]1. The yield is 0.380. (4) The reactants are C(O)(=O)C.[Si]([O:12][C@H:13]1[CH2:17][N:16]([CH:18]2[CH2:23][CH2:22][NH:21][CH2:20][CH2:19]2)[C:15](=[O:24])[CH2:14]1)(C(C)(C)C)(C)C.Br[CH2:26][CH2:27][O:28][C:29]1[CH:44]=[CH:43][C:32]([O:33][C:34]2[S:35][C:36]3[C:37]([N:42]=2)=[N:38][CH:39]=[CH:40][CH:41]=3)=[CH:31][CH:30]=1.C(N(CC)C(C)C)(C)C.Cl. The catalyst is CO.CC#N.C(Cl)Cl. The product is [OH:12][C@H:13]1[CH2:17][N:16]([CH:18]2[CH2:19][CH2:20][N:21]([CH2:26][CH2:27][O:28][C:29]3[CH:30]=[CH:31][C:32]([O:33][C:34]4[S:35][C:36]5[C:37]([N:42]=4)=[N:38][CH:39]=[CH:40][CH:41]=5)=[CH:43][CH:44]=3)[CH2:22][CH2:23]2)[C:15](=[O:24])[CH2:14]1. The yield is 0.260. (5) The reactants are [CH3:1][O:2][C:3]1[C:13]2[C:12]([C:14]3[CH:19]=[CH:18][CH:17]=[C:16]([C:20]#[C:21][CH2:22][O:23][CH3:24])[CH:15]=3)=[N:11][CH2:10][C:9](=[O:25])[N:8]([CH3:26])[C:7]=2[CH:6]=[C:5]([O:27][CH3:28])[C:4]=1[C:29]1[CH:34]=[CH:33][CH:32]=[CH:31][CH:30]=1. The catalyst is CO.C(Cl)Cl.[Pd]. The product is [CH3:1][O:2][C:3]1[C:13]2[C:12]([C:14]3[CH:19]=[CH:18][CH:17]=[C:16]([CH2:20][CH2:21][CH2:22][O:23][CH3:24])[CH:15]=3)=[N:11][CH2:10][C:9](=[O:25])[N:8]([CH3:26])[C:7]=2[CH:6]=[C:5]([O:27][CH3:28])[C:4]=1[C:29]1[CH:30]=[CH:31][CH:32]=[CH:33][CH:34]=1. The yield is -0.640.